This data is from NCI-60 drug combinations with 297,098 pairs across 59 cell lines. The task is: Regression. Given two drug SMILES strings and cell line genomic features, predict the synergy score measuring deviation from expected non-interaction effect. Drug 1: C1=CC(=C2C(=C1NCCNCCO)C(=O)C3=C(C=CC(=C3C2=O)O)O)NCCNCCO. Drug 2: CC12CCC3C(C1CCC2O)C(CC4=C3C=CC(=C4)O)CCCCCCCCCS(=O)CCCC(C(F)(F)F)(F)F. Cell line: MDA-MB-435. Synergy scores: CSS=19.2, Synergy_ZIP=-4.36, Synergy_Bliss=4.26, Synergy_Loewe=-7.12, Synergy_HSA=3.42.